This data is from Full USPTO retrosynthesis dataset with 1.9M reactions from patents (1976-2016). The task is: Predict the reactants needed to synthesize the given product. (1) Given the product [F:11][CH:12]([F:21])[O:13][C:14]1[CH:15]=[CH:16][C:17]([NH:18][C:2]2[CH:7]=[CH:6][C:5]([C:8](=[O:10])[CH3:9])=[CH:4][CH:3]=2)=[CH:19][CH:20]=1, predict the reactants needed to synthesize it. The reactants are: Br[C:2]1[CH:7]=[CH:6][C:5]([C:8](=[O:10])[CH3:9])=[CH:4][CH:3]=1.[F:11][CH:12]([F:21])[O:13][C:14]1[CH:20]=[CH:19][C:17]([NH2:18])=[CH:16][CH:15]=1.C(=O)([O-])[O-].[K+].[K+].N1CCC[C@H]1C(O)=O.N. (2) Given the product [CH2:1]([C:9]1[N:10]2[CH2:25][CH2:24][O:23][C:12]3[CH:13]=[CH:14][CH:15]=[C:16]([C:17]=1[C:19]([F:22])([F:20])[F:21])[C:11]2=3)[CH2:2][C:3]1[CH:4]=[CH:5][CH:6]=[CH:7][CH:8]=1, predict the reactants needed to synthesize it. The reactants are: [CH2:1]([CH:9]1[C:17]([C:19]([F:22])([F:21])[F:20])(O)[C:16]2[C:11]3=[C:12]([O:23][CH2:24][CH2:25][N:10]13)[CH:13]=[CH:14][CH:15]=2)[CH2:2][C:3]1[CH:8]=[CH:7][CH:6]=[CH:5][CH:4]=1.S(Cl)(Cl)=O. (3) The reactants are: [Cl:1][C:2]1[CH:7]=[CH:6][C:5]([C@@H:8]2[CH2:12][NH:11][C:10](=[O:13])[C@H:9]2C(OC)=O)=[CH:4][CH:3]=1.[OH-].[Na+].Cl.ClC1C=CC([C@@H]2CNC(=O)[C@H]2C(O)=O)=CC=1. Given the product [Cl:1][C:2]1[CH:3]=[CH:4][C:5]([C@@H:8]2[CH2:12][NH:11][C:10](=[O:13])[CH2:9]2)=[CH:6][CH:7]=1, predict the reactants needed to synthesize it.